The task is: Predict which catalyst facilitates the given reaction.. This data is from Catalyst prediction with 721,799 reactions and 888 catalyst types from USPTO. (1) Reactant: C1(P(C2C=CC=CC=2)C2C=CC=CC=2)C=CC=CC=1.N(C(OC(C)C)=O)=NC(OC(C)C)=O.O[CH2:35][CH2:36][S:37][C:38]1[C:43](=[O:44])[NH:42][CH:41]=[C:40]([C:45]([O:47][CH2:48][CH3:49])=[O:46])[CH:39]=1. Product: [S:37]1[C:38]2[C:43](=[N:42][CH:41]=[C:40]([C:45]([O:47][CH2:48][CH3:49])=[O:46])[CH:39]=2)[O:44][CH2:35][CH2:36]1. The catalyst class is: 7. (2) Reactant: [NH:1]1[C:9]2[C:4](=[CH:5][CH:6]=[CH:7][N:8]=2)[CH:3]=[CH:2]1.[Cl:10][C:11]1[CH:12]=[C:13]([CH:18]=[CH:19][CH:20]=1)[C:14]([O:16]O)=[O:15]. Product: [Cl:10][C:11]1[CH:12]=[C:13]([CH:18]=[CH:19][CH:20]=1)[C:14]([OH:16])=[O:15].[NH:1]1[C:9]2=[N+:8]([O-:15])[CH:7]=[CH:6][CH:5]=[C:4]2[CH:3]=[CH:2]1. The catalyst class is: 27. (3) Reactant: [NH2:1][C:2]1[C:7]([O:8][CH3:9])=[CH:6][C:5]([C:10]([N:12]2[CH2:17][CH2:16][O:15][CH2:14][CH2:13]2)=[O:11])=[C:4]([CH3:18])[CH:3]=1.Cl[C:20]1[N:25]=[C:24]([NH:26][CH3:27])[C:23]([C:28]([F:31])([F:30])[F:29])=[CH:22][N:21]=1.C1(C)C=CC(S(O)(=O)=O)=CC=1.C(=O)(O)[O-].[Na+]. Product: [CH3:9][O:8][C:7]1[C:2]([NH:1][C:20]2[N:25]=[C:24]([NH:26][CH3:27])[C:23]([C:28]([F:31])([F:29])[F:30])=[CH:22][N:21]=2)=[CH:3][C:4]([CH3:18])=[C:5]([C:10]([N:12]2[CH2:13][CH2:14][O:15][CH2:16][CH2:17]2)=[O:11])[CH:6]=1. The catalyst class is: 258.